From a dataset of Reaction yield outcomes from USPTO patents with 853,638 reactions. Predict the reaction yield, written as a fraction of the theoretical maximum amount of product (1.0 means a 100% yield; for example, 0.34 means a 34% yield). (1) The yield is 0.970. The catalyst is C(O)CCC.O1CCOCC1. The product is [ClH:1].[CH3:13][O:12][C:9]1[CH:10]=[C:11]2[C:6](=[CH:7][C:8]=1[O:14][CH2:15][CH2:16][CH2:17][N:18]1[CH2:23][CH2:22][N:21]([CH3:24])[CH2:20][CH2:19]1)[N:5]=[CH:4][N:3]=[C:2]2[NH:34][C:32]1[CH:31]=[CH:30][C:29]2[S:25][C:26]([NH2:35])=[N:27][C:28]=2[CH:33]=1. The reactants are [Cl:1][C:2]1[C:11]2[C:6](=[CH:7][C:8]([O:14][CH2:15][CH2:16][CH2:17][N:18]3[CH2:23][CH2:22][N:21]([CH3:24])[CH2:20][CH2:19]3)=[C:9]([O:12][CH3:13])[CH:10]=2)[N:5]=[CH:4][N:3]=1.[S:25]1[C:29]2[CH:30]=[CH:31][C:32]([NH2:34])=[CH:33][C:28]=2[N:27]=[C:26]1[NH2:35].Cl. (2) The reactants are [CH2:1]([C:9]1[CH:14]=[CH:13][C:12]([NH2:15])=[CH:11][CH:10]=1)[C:2]1[CH:7]=[CH:6][C:5]([NH2:8])=[CH:4][CH:3]=1.[CH3:16][C:17]([CH3:19])=O.[C:20]1(C)[CH:25]=CC=C[CH:21]=1. The catalyst is [Pt]. The product is [CH:17]([NH:15][C:12]1[CH:13]=[CH:14][C:9]([CH2:1][C:2]2[CH:3]=[CH:4][C:5]([NH:8][CH:20]([CH3:25])[CH3:21])=[CH:6][CH:7]=2)=[CH:10][CH:11]=1)([CH3:19])[CH3:16]. The yield is 0.980. (3) The product is [O:72]=[C:67]1[CH2:68][CH2:69][C:70](=[O:71])[N:66]1[O:65][C:64](=[O:73])[O:44][CH:34]1[CH2:33][CH:32]2[C:37]([CH3:43])([CH:38]3[CH:29]([CH2:30][CH2:31]2)[CH:28]2[C:41]([CH3:42])([CH:25]([CH:23]([CH3:24])[CH2:22][CH2:21][C:20](=[O:45])[N:19]([CH2:1][CH2:2][CH2:3][CH2:4][CH2:5][CH2:6][CH2:7][CH2:8][CH2:9][CH2:10][CH2:11][CH2:12][CH2:13][CH2:14][CH2:15][CH2:16][CH2:17][CH3:18])[CH2:46][CH2:47][CH2:48][CH2:49][CH2:50][CH2:51][CH2:52][CH2:53][CH2:54][CH2:55][CH2:56][CH2:57][CH2:58][CH2:59][CH2:60][CH2:61][CH2:62][CH3:63])[CH2:26][CH2:27]2)[CH2:40][CH2:39]3)[CH2:36][CH2:35]1. The catalyst is ClCCl. The yield is 0.710. The reactants are [CH2:1]([N:19]([CH2:46][CH2:47][CH2:48][CH2:49][CH2:50][CH2:51][CH2:52][CH2:53][CH2:54][CH2:55][CH2:56][CH2:57][CH2:58][CH2:59][CH2:60][CH2:61][CH2:62][CH3:63])[C:20](=[O:45])[CH2:21][CH2:22][CH:23]([CH:25]1[C:41]2([CH3:42])[CH:28]([CH:29]3[CH:38]([CH2:39][CH2:40]2)[C:37]2([CH3:43])[CH:32]([CH2:33][CH:34]([OH:44])[CH2:35][CH2:36]2)[CH2:31][CH2:30]3)[CH2:27][CH2:26]1)[CH3:24])[CH2:2][CH2:3][CH2:4][CH2:5][CH2:6][CH2:7][CH2:8][CH2:9][CH2:10][CH2:11][CH2:12][CH2:13][CH2:14][CH2:15][CH2:16][CH2:17][CH3:18].[C:64](=O)([O:73]N1C(=O)CCC1=O)[O:65][N:66]1[C:70](=[O:71])[CH2:69][CH2:68][C:67]1=[O:72].C(N(CC)CC)C.C(#N)C. (4) The reactants are [CH2:1]1[CH:5]2[CH2:6][C:7](=[O:9])[CH2:8][CH:4]2[CH2:3][NH:2]1.[N:10]([CH:13]([CH3:15])[CH3:14])=[C:11]=[O:12].C(N(CC)CC)C.O. The catalyst is ClCCl. The product is [CH:13]([NH:10][C:11]([N:2]1[CH2:3][CH:4]2[CH2:8][C:7](=[O:9])[CH2:6][CH:5]2[CH2:1]1)=[O:12])([CH3:15])[CH3:14]. The yield is 0.476.